Dataset: Full USPTO retrosynthesis dataset with 1.9M reactions from patents (1976-2016). Task: Predict the reactants needed to synthesize the given product. (1) The reactants are: O1[C:5]2([CH2:10][CH2:9][CH:8]([CH2:11][O:12][C:13](=[O:15])[CH3:14])[CH2:7][CH2:6]2)[O:4]CC1.C1(C)C=CC(S([O-])(=O)=O)=CC=1.[NH+]1C=CC=CC=1. Given the product [O:4]=[C:5]1[CH2:10][CH2:9][CH:8]([CH2:11][O:12][C:13](=[O:15])[CH3:14])[CH2:7][CH2:6]1, predict the reactants needed to synthesize it. (2) The reactants are: [F:1][C:2]1([F:19])[CH2:7][O:6][C:5]([NH2:8])=[N:4][C@@:3]21[C:17]1[C:12](=[CH:13][CH:14]=[C:15]([NH2:18])[CH:16]=1)[CH2:11][CH2:10][CH2:9]2.[Cl:20][C:21]1[CH:22]=[CH:23][C:24]([C:27](O)=[O:28])=[N:25][CH:26]=1. Given the product [NH2:8][C:5]1[O:6][CH2:7][C:2]([F:1])([F:19])[C@@:3]2([C:17]3[C:12](=[CH:13][CH:14]=[C:15]([NH:18][C:27](=[O:28])[C:24]4[CH:23]=[CH:22][C:21]([Cl:20])=[CH:26][N:25]=4)[CH:16]=3)[CH2:11][CH2:10][CH2:9]2)[N:4]=1, predict the reactants needed to synthesize it. (3) Given the product [CH2:24]([O:23][C:11]1[CH:12]=[C:13]([CH2:16][CH:17]([NH2:20])[CH2:18][CH3:19])[CH:14]=[CH:15][C:10]=1[O:9][CH2:7][CH3:8])[CH3:25], predict the reactants needed to synthesize it. The reactants are: [H-].[H-].[H-].[H-].[Li+].[Al+3].[CH2:7]([O:9][C:10]1[CH:15]=[CH:14][C:13]([CH:16]=[C:17]([N+:20]([O-])=O)[CH2:18][CH3:19])=[CH:12][C:11]=1[O:23][CH2:24][CH3:25])[CH3:8].O.[OH-].[Na+]. (4) Given the product [C:1]([O:5][C:6]([N:8]([CH2:26][C:27]([O:29][C:30]([CH3:33])([CH3:32])[CH3:31])=[O:28])[C:9]1[CH:14]=[CH:13][CH:12]=[C:11]([CH:15]([CH2:45][C:44]2[CH:47]=[CH:48][C:41]([C:35]([CH3:34])([CH3:40])[CH2:36][CH2:37][CH2:38][CH3:39])=[CH:42][CH:43]=2)[NH:16][S:17]([C:20]2[CH:21]=[N:22][CH:23]=[CH:24][CH:25]=2)(=[O:19])=[O:18])[N:10]=1)=[O:7])([CH3:4])([CH3:3])[CH3:2], predict the reactants needed to synthesize it. The reactants are: [C:1]([O:5][C:6]([N:8]([CH2:26][C:27]([O:29][C:30]([CH3:33])([CH3:32])[CH3:31])=[O:28])[C:9]1[CH:14]=[CH:13][CH:12]=[C:11]([CH2:15][NH:16][S:17]([C:20]2[CH:21]=[N:22][CH:23]=[CH:24][CH:25]=2)(=[O:19])=[O:18])[N:10]=1)=[O:7])([CH3:4])([CH3:3])[CH3:2].[CH3:34][C:35]([C:41]1[CH:48]=[CH:47][C:44]([CH2:45]O)=[CH:43][CH:42]=1)([CH3:40])[CH2:36][CH2:37][CH2:38][CH3:39].C(P(CCCC)CCCC)CCC.CN(C)C(N=NC(N(C)C)=O)=O. (5) Given the product [NH2:32][C:28]1([C:25]2[CH:24]=[CH:23][C:22]([C:20]3[O:21][C:15]4[N:14]=[C:13]([NH:46][CH3:47])[N:12]([CH2:11][CH:8]5[CH2:10][CH2:9]5)[C:17](=[O:18])[C:16]=4[C:19]=3[C:40]3[CH:41]=[CH:42][CH:43]=[CH:44][CH:45]=3)=[CH:27][CH:26]=2)[CH2:29][CH2:30][CH2:31]1, predict the reactants needed to synthesize it. The reactants are: Cl.O1CCOCC1.[CH:8]1([CH2:11][N:12]2[C:17](=[O:18])[C:16]3[C:19]([C:40]4[CH:45]=[CH:44][CH:43]=[CH:42][CH:41]=4)=[C:20]([C:22]4[CH:27]=[CH:26][C:25]([C:28]5([NH:32]C(=O)OC(C)(C)C)[CH2:31][CH2:30][CH2:29]5)=[CH:24][CH:23]=4)[O:21][C:15]=3[N:14]=[C:13]2[NH:46][CH3:47])[CH2:10][CH2:9]1.C(=O)([O-])O.[Na+].